Task: Predict the product of the given reaction.. Dataset: Forward reaction prediction with 1.9M reactions from USPTO patents (1976-2016) Given the reactants [C:1]([O:5][C:6](=[O:37])[N:7]([CH3:36])[C@H:8]([C:10](=[O:35])[NH:11][C@@H:12]1[C:18](=[O:19])[N:17]([CH2:20][C:21]2[C:30]3[C:25](=[CH:26][CH:27]=[CH:28][CH:29]=3)[CH:24]=[CH:23][CH:22]=2)[C:16]2[CH:31]=[CH:32][CH:33]=[CH:34][C:15]=2[NH:14][CH2:13]1)[CH3:9])([CH3:4])([CH3:3])[CH3:2].[C:38]1([CH2:44][C:45](Cl)=[O:46])[CH:43]=[CH:42][CH:41]=[CH:40][CH:39]=1, predict the reaction product. The product is: [C:1]([O:5][C:6](=[O:37])[N:7]([CH3:36])[C@H:8]([C:10](=[O:35])[NH:11][C@@H:12]1[C:18](=[O:19])[N:17]([CH2:20][C:21]2[C:30]3[C:25](=[CH:26][CH:27]=[CH:28][CH:29]=3)[CH:24]=[CH:23][CH:22]=2)[C:16]2[CH:31]=[CH:32][CH:33]=[CH:34][C:15]=2[N:14]([C:45](=[O:46])[CH2:44][C:38]2[CH:43]=[CH:42][CH:41]=[CH:40][CH:39]=2)[CH2:13]1)[CH3:9])([CH3:4])([CH3:2])[CH3:3].